This data is from Full USPTO retrosynthesis dataset with 1.9M reactions from patents (1976-2016). The task is: Predict the reactants needed to synthesize the given product. (1) The reactants are: C(O[CH:6]1[O:10][N:9]=[C:8]([C:11](=[O:20])[C:12]2[CH:17]=[CH:16][C:15]([O:18][CH3:19])=[CH:14][CH:13]=2)[CH2:7]1)CCC.C1(C)C=CC(S(O)(=O)=O)=CC=1.C(=O)([O-])O.[Na+]. Given the product [CH3:19][O:18][C:15]1[CH:14]=[CH:13][C:12]([C:11]([C:8]2[CH:7]=[CH:6][O:10][N:9]=2)=[O:20])=[CH:17][CH:16]=1, predict the reactants needed to synthesize it. (2) Given the product [CH2:5]([O:12][C:13]1[CH:37]=[CH:36][C:35]([CH:38]2[CH2:39][CH2:40][N:41]([CH:1]([CH3:3])[CH3:2])[CH2:42][CH2:43]2)=[CH:34][C:14]=1[C:15]([NH:17][C:18]1[CH:27]=[C:26]([C:28]2[CH:33]=[CH:32][CH:31]=[CH:30][CH:29]=2)[CH:25]=[CH:24][C:19]=1[C:20]([O:22][CH3:23])=[O:21])=[O:16])[C:6]1[CH:7]=[CH:8][CH:9]=[CH:10][CH:11]=1, predict the reactants needed to synthesize it. The reactants are: [CH:1](I)([CH3:3])[CH3:2].[CH2:5]([O:12][C:13]1[CH:37]=[CH:36][C:35]([CH:38]2[CH2:43][CH2:42][NH:41][CH2:40][CH2:39]2)=[CH:34][C:14]=1[C:15]([NH:17][C:18]1[CH:27]=[C:26]([C:28]2[CH:33]=[CH:32][CH:31]=[CH:30][CH:29]=2)[CH:25]=[CH:24][C:19]=1[C:20]([O:22][CH3:23])=[O:21])=[O:16])[C:6]1[CH:11]=[CH:10][CH:9]=[CH:8][CH:7]=1.C(=O)([O-])[O-].[K+].[K+]. (3) Given the product [CH3:1][O:2][C:3]1[N:8]=[C:7]([C:9]2[CH:10]=[C:11]3[C:15](=[CH:16][CH:17]=2)[NH:14][N:13]=[C:12]3[C:24]2[N:29]=[C:28]([N:30]3[CH2:31][CH2:32][CH:33]([NH2:36])[CH2:34][CH2:35]3)[CH:27]=[N:26][CH:25]=2)[CH:6]=[C:5]([O:44][CH3:45])[N:4]=1, predict the reactants needed to synthesize it. The reactants are: [CH3:1][O:2][C:3]1[N:8]=[C:7]([C:9]2[CH:10]=[C:11]3[C:15](=[CH:16][CH:17]=2)[N:14](C2CCCCO2)[N:13]=[C:12]3[C:24]2[N:29]=[C:28]([N:30]3[CH2:35][CH2:34][CH:33]([NH:36]C(=O)OC(C)(C)C)[CH2:32][CH2:31]3)[CH:27]=[N:26][CH:25]=2)[CH:6]=[C:5]([O:44][CH3:45])[N:4]=1. (4) Given the product [Si:21]([O:5][CH2:4][CH2:3][C@H:2]([C:6]1[CH:11]=[CH:10][C:9]([Cl:12])=[C:8]([Cl:13])[CH:7]=1)[NH2:1])([C:18]([CH3:20])([CH3:19])[CH3:17])([CH3:23])[CH3:22], predict the reactants needed to synthesize it. The reactants are: [NH2:1][C@@H:2]([C:6]1[CH:11]=[CH:10][C:9]([Cl:12])=[C:8]([Cl:13])[CH:7]=1)[CH2:3][CH2:4][OH:5].C(Cl)Cl.[CH3:17][C:18]([Si:21](Cl)([CH3:23])[CH3:22])([CH3:20])[CH3:19]. (5) Given the product [C:1]([NH:8][CH2:9][CH2:10][NH:11][C:14](=[O:15])[CH2:13][Br:12])([O:3][C:4]([CH3:5])([CH3:6])[CH3:7])=[O:2], predict the reactants needed to synthesize it. The reactants are: [C:1]([NH:8][CH2:9][CH2:10][NH2:11])([O:3][C:4]([CH3:7])([CH3:6])[CH3:5])=[O:2].[Br:12][CH2:13][C:14](O[C:14](=[O:15])[CH2:13][Br:12])=[O:15].N1C(C)=CC=CC=1C. (6) Given the product [Br-:1].[C:13]([O:17][C:18]([NH:20][CH:21]([C:33]1[CH:38]=[CH:37][CH:36]=[CH:35][CH:34]=1)[C:22]([O:24][C@@H:25]1[CH:30]2[CH2:31][CH2:32][N+:27]([CH2:2][C:3]([C:5]3[CH:10]=[CH:9][CH:8]=[CH:7][C:6]=3[O:11][CH3:12])=[O:4])([CH2:28][CH2:29]2)[CH2:26]1)=[O:23])=[O:19])([CH3:16])([CH3:14])[CH3:15], predict the reactants needed to synthesize it. The reactants are: [Br:1][CH2:2][C:3]([C:5]1[CH:10]=[CH:9][CH:8]=[CH:7][C:6]=1[O:11][CH3:12])=[O:4].[C:13]([O:17][C:18]([NH:20][CH:21]([C:33]1[CH:38]=[CH:37][CH:36]=[CH:35][CH:34]=1)[C:22]([O:24][C@@H:25]1[CH:30]2[CH2:31][CH2:32][N:27]([CH2:28][CH2:29]2)[CH2:26]1)=[O:23])=[O:19])([CH3:16])([CH3:15])[CH3:14]. (7) Given the product [C:1]([O:5][C:6]([N:8]1[C:17]2[C:12](=[CH:13][CH:14]=[CH:15][CH:16]=2)[N:11]([C:18]2[CH:23]=[CH:22][C:21]([N:38]3[CH2:37][CH2:36][N:35]([C:33]([O:32][CH2:25][C:26]4[CH:31]=[CH:30][CH:29]=[CH:28][CH:27]=4)=[O:34])[CH2:40][CH2:39]3)=[CH:20][N:19]=2)[CH2:10][CH2:9]1)=[O:7])([CH3:4])([CH3:3])[CH3:2], predict the reactants needed to synthesize it. The reactants are: [C:1]([O:5][C:6]([N:8]1[C:17]2[C:12](=[CH:13][CH:14]=[CH:15][CH:16]=2)[N:11]([C:18]2[CH:23]=[CH:22][C:21](Br)=[CH:20][N:19]=2)[CH2:10][CH2:9]1)=[O:7])([CH3:4])([CH3:3])[CH3:2].[CH2:25]([O:32][C:33]([N:35]1[CH2:40][CH2:39][NH:38][CH2:37][CH2:36]1)=[O:34])[C:26]1[CH:31]=[CH:30][CH:29]=[CH:28][CH:27]=1.C1(P(C2CCCCC2)C2C=CC=CC=2C2C(OC)=CC=CC=2OC)CCCCC1.CC(C)([O-])C.[Na+]. (8) Given the product [C:1]([C:3]1[CH:8]=[CH:7][N:6]=[C:5]([CH:9]=[O:10])[CH:4]=1)#[N:2], predict the reactants needed to synthesize it. The reactants are: [C:1]([C:3]1[CH:8]=[CH:7][N:6]=[C:5]([CH2:9][OH:10])[CH:4]=1)#[N:2].P(=O)(O)(O)O. (9) The reactants are: Cl.O.[C:3]([O:10][C:11]1[CH:16]=[C:15]([CH:17]([CH3:19])[CH3:18])[CH:14]=[CH:13][C:12]=1[C:20]1([NH:34][C:35](=[O:41])[CH2:36][CH2:37][CH2:38][CH2:39][CH3:40])[C:28](=[O:29])[C:27]2[C:22](=[CH:23][CH:24]=[CH:25][C:26]=2[N+:30]([O-])=O)[C:21]1=[O:33])(=[O:9])[CH2:4][CH2:5][CH2:6][CH2:7][CH3:8]. Given the product [C:3]([O:10][C:11]1[CH:16]=[C:15]([CH:17]([CH3:18])[CH3:19])[CH:14]=[CH:13][C:12]=1[C:20]1([NH:34][C:35](=[O:41])[CH2:36][CH2:37][CH2:38][CH2:39][CH3:40])[C:28](=[O:29])[C:27]2[C:22](=[CH:23][CH:24]=[CH:25][C:26]=2[NH2:30])[C:21]1=[O:33])(=[O:9])[CH2:4][CH2:5][CH2:6][CH2:7][CH3:8], predict the reactants needed to synthesize it. (10) The reactants are: [Na+].[Cl-].CC(C)=CC[C:7]1[C:12]([OH:13])=[CH:11][C:10]([OH:14])=[CH:9][C:8]=1[C:15]1[O:23][C:22]2[CH:21]=[C:20]([OH:24])[CH:19]=[CH:18][C:17]=2[CH:16]=1. Given the product [CH3:9][C:8]([CH3:15])=[CH:7][CH2:12][C:19]1[CH:18]=[C:17]2[C:22](=[CH:21][C:20]=1[OH:24])[O:23][C:15]([C:8]1[CH:9]=[C:10]([OH:14])[CH:11]=[C:12]([OH:13])[CH:7]=1)=[CH:16]2, predict the reactants needed to synthesize it.